From a dataset of Catalyst prediction with 721,799 reactions and 888 catalyst types from USPTO. Predict which catalyst facilitates the given reaction. (1) Reactant: [CH3:1][C:2]1[CH:15]=[N:14][C:5]2[NH:6][C:7]3[CH2:8][CH2:9][CH2:10][C:11](=[O:13])[C:12]=3[C:4]=2[CH:3]=1.[Br-:16].[Br-].[Br-].C([N+](CCCC)(CCCC)CCCC)CCC.C([N+](CCCC)(CCCC)CCCC)CCC.C([N+](CCCC)(CCCC)CCCC)CCC.CN(C)C=O. Product: [CH3:1][C:2]1[CH:15]=[N:14][C:5]2[NH:6][C:7]3[CH2:8][CH2:9][CH:10]([Br:16])[C:11](=[O:13])[C:12]=3[C:4]=2[CH:3]=1. The catalyst class is: 13. (2) Reactant: [CH2:1]([O:8][C@H:9]1[C@H:15]([O:16][CH2:17][C:18]2[CH:23]=[CH:22][CH:21]=[CH:20][CH:19]=2)[C@@H:14]([O:24][CH2:25][C:26]2[CH:31]=[CH:30][CH:29]=[CH:28][CH:27]=2)[C@:13]2([C:33]3[CH:38]=[CH:37][C:36]([Cl:39])=[C:35]([CH2:40][C:41]4[CH:46]=[CH:45][C:44]([O:47][CH2:48][CH3:49])=[C:43]([F:50])[C:42]=4[F:51])[CH:34]=3)[O:32][C@@:10]1([C:52]([OH:54])=[O:53])[CH2:11][O:12]2)[C:2]1[CH:7]=[CH:6][CH:5]=[CH:4][CH:3]=1.S(=O)(=O)(O)O.[C:60](=O)(O)[O-].[Na+].O. Product: [CH2:1]([O:8][C@H:9]1[C@H:15]([O:16][CH2:17][C:18]2[CH:23]=[CH:22][CH:21]=[CH:20][CH:19]=2)[C@@H:14]([O:24][CH2:25][C:26]2[CH:27]=[CH:28][CH:29]=[CH:30][CH:31]=2)[C@:13]2([C:33]3[CH:38]=[CH:37][C:36]([Cl:39])=[C:35]([CH2:40][C:41]4[CH:46]=[CH:45][C:44]([O:47][CH2:48][CH3:49])=[C:43]([F:50])[C:42]=4[F:51])[CH:34]=3)[O:32][C@@:10]1([C:52]([O:54][CH3:60])=[O:53])[CH2:11][O:12]2)[C:2]1[CH:3]=[CH:4][CH:5]=[CH:6][CH:7]=1. The catalyst class is: 5. (3) Reactant: [Cl:1][C:2]1[CH:7]=[CH:6][C:5]([CH2:8][N:9]2[C:13]3[C:14](=[O:18])[CH2:15][CH2:16][CH2:17][C:12]=3[N:11]=[C:10]2[C:19]([CH3:22])([CH3:21])[CH3:20])=[CH:4][CH:3]=1.[BH4-].[Na+]. Product: [Cl:1][C:2]1[CH:3]=[CH:4][C:5]([CH2:8][N:9]2[C:13]3[CH:14]([OH:18])[CH2:15][CH2:16][CH2:17][C:12]=3[N:11]=[C:10]2[C:19]([CH3:22])([CH3:21])[CH3:20])=[CH:6][CH:7]=1. The catalyst class is: 138. (4) Reactant: [Cl:1][C:2]1[CH:19]=[CH:18][C:5]([CH2:6][N:7]2[C:12]([S:13][CH2:14][CH3:15])=[N:11][C:10](=[O:16])[NH:9][C:8]2=[O:17])=[CH:4][CH:3]=1.[CH3:20][O:21][C:22]1[N:27]=[CH:26][C:25]([CH2:28]O)=[CH:24][CH:23]=1.C1(P(C2C=CC=CC=2)C2C=CC=CC=2)C=CC=CC=1.O1CCOCC1. Product: [Cl:1][C:2]1[CH:3]=[CH:4][C:5]([CH2:6][N:7]2[CH:12]([S:13][CH2:14][CH3:15])[NH:11][C:10](=[O:16])[N:9]([CH2:28][C:25]3[CH:26]=[N:27][C:22]([O:21][CH3:20])=[CH:23][CH:24]=3)[C:8]2=[O:17])=[CH:18][CH:19]=1. The catalyst class is: 6. (5) Reactant: [NH2:1][C:2]1[C:7]([N+:8]([O-])=O)=[CH:6][C:5]([C:11]2[CH2:12][CH2:13][N:14]([C:17]([O:19][C:20]([CH3:23])([CH3:22])[CH3:21])=[O:18])[CH2:15][CH:16]=2)=[CH:4][C:3]=1[CH3:24].CCOC(C)=O.[CH2:31]([O:38][C:39]1[CH:46]=[CH:45][C:42]([CH:43]=O)=[CH:41][CH:40]=1)[C:32]1[CH:37]=[CH:36][CH:35]=[CH:34][CH:33]=1.CO.CCOC(C)=O. Product: [CH2:31]([O:38][C:39]1[CH:40]=[CH:41][C:42]([C:43]2[NH:8][C:7]3[CH:6]=[C:5]([CH:11]4[CH2:12][CH2:13][N:14]([C:17]([O:19][C:20]([CH3:23])([CH3:22])[CH3:21])=[O:18])[CH2:15][CH2:16]4)[CH:4]=[C:3]([CH3:24])[C:2]=3[N:1]=2)=[CH:45][CH:46]=1)[C:32]1[CH:33]=[CH:34][CH:35]=[CH:36][CH:37]=1. The catalyst class is: 50. (6) Reactant: [OH:1][C:2]1[CH:11]=[CH:10][C:9]([N+:12]([O-])=O)=[CH:8][C:3]=1[C:4]([O:6][CH3:7])=[O:5].[CH3:15]O. Product: [NH2:12][C:9]1[CH:10]=[CH:11][C:2]([O:1][CH3:15])=[C:3]([CH:8]=1)[C:4]([O:6][CH3:7])=[O:5]. The catalyst class is: 45. (7) Reactant: [O:1]1[CH:5]=[CH:4][C:3]([CH:6]2[CH2:9][CH:8]([OH:10])[CH2:7]2)=[N:2]1.CC(OI1(OC(C)=O)(OC(C)=O)OC(=O)C2C=CC=CC1=2)=O.C([O-])(O)=O.[Na+]. Product: [O:1]1[CH:5]=[CH:4][C:3]([CH:6]2[CH2:9][C:8](=[O:10])[CH2:7]2)=[N:2]1. The catalyst class is: 448. (8) Reactant: [F:1][C:2]([F:14])([F:13])[CH:3]([OH:12])[C:4]([C:6]1[CH:11]=[CH:10][CH:9]=[CH:8][CH:7]=1)=[O:5].[C:15](OC(=O)C)(=[O:17])[CH3:16]. Product: [C:4]([CH:3]([O:12][C:15](=[O:17])[CH3:16])[C:2]([F:13])([F:14])[F:1])(=[O:5])[C:6]1[CH:11]=[CH:10][CH:9]=[CH:8][CH:7]=1. The catalyst class is: 4. (9) Reactant: Cl[C:2]1[CH:7]=[CH:6][N:5]=[C:4]([CH2:8][OH:9])[CH:3]=1.C(N(CC)C(C)C)(C)C.C1(C)C=CC=CC=1.[C:26]([O:30][C:31](=[O:36])[NH:32][CH2:33][CH2:34][NH2:35])([CH3:29])([CH3:28])[CH3:27]. Product: [OH:9][CH2:8][C:4]1[CH:3]=[C:2]([NH:35][CH2:34][CH2:33][NH:32][C:31](=[O:36])[O:30][C:26]([CH3:28])([CH3:27])[CH3:29])[CH:7]=[CH:6][N:5]=1. The catalyst class is: 138.